This data is from Forward reaction prediction with 1.9M reactions from USPTO patents (1976-2016). The task is: Predict the product of the given reaction. (1) Given the reactants [Cl:1][C:2]1[CH:9]=[CH:8][C:5]([CH:6]=O)=[CH:4][C:3]=1[C:10]([F:13])([F:12])[F:11].[NH2:14][OH:15].CO, predict the reaction product. The product is: [Cl:1][C:2]1[CH:9]=[CH:8][C:5](/[CH:6]=[N:14]/[OH:15])=[CH:4][C:3]=1[C:10]([F:13])([F:12])[F:11]. (2) Given the reactants [OH-].[K+].[Cl:3][C:4]1[C:11]([O:12][CH3:13])=[CH:10][CH:9]=[CH:8][C:5]=1[CH:6]=O.[CH:14](=[O:16])[CH3:15], predict the reaction product. The product is: [Cl:3][C:4]1[C:11]([O:12][CH3:13])=[CH:10][CH:9]=[CH:8][C:5]=1/[CH:6]=[CH:15]/[CH:14]=[O:16]. (3) Given the reactants [CH2:1]([S:3]([C:6]1[CH:7]=[C:8]([C:12]2[CH:20]=[C:19]([C:21]([NH:23][CH:24]3[CH2:29][CH2:28][N:27]([CH3:30])[CH2:26][CH2:25]3)=[O:22])[C:18]([CH3:31])=[C:17]3[C:13]=2[C:14]2[CH:35]=[C:34]([CH3:36])[CH:33]=[N:32][C:15]=2[NH:16]3)[CH:9]=[CH:10][CH:11]=1)(=[O:5])=[O:4])[CH3:2].[S:37](=[O:41])(=[O:40])([OH:39])[OH:38], predict the reaction product. The product is: [CH2:1]([S:3]([C:6]1[CH:7]=[C:8]([C:12]2[CH:20]=[C:19]([C:21]([NH:23][CH:24]3[CH2:25][CH2:26][N:27]([CH3:30])[CH2:28][CH2:29]3)=[O:22])[C:18]([CH3:31])=[C:17]3[C:13]=2[C:14]2[CH:35]=[C:34]([CH3:36])[CH:33]=[N:32][C:15]=2[NH:16]3)[CH:9]=[CH:10][CH:11]=1)(=[O:4])=[O:5])[CH3:2].[S:37]([OH:41])([OH:40])(=[O:39])=[O:38].[CH2:1]([S:3]([C:6]1[CH:7]=[C:8]([C:12]2[CH:20]=[C:19]([C:21]([NH:23][CH:24]3[CH2:25][CH2:26][N:27]([CH3:30])[CH2:28][CH2:29]3)=[O:22])[C:18]([CH3:31])=[C:17]3[C:13]=2[C:14]2[CH:35]=[C:34]([CH3:36])[CH:33]=[N:32][C:15]=2[NH:16]3)[CH:9]=[CH:10][CH:11]=1)(=[O:4])=[O:5])[CH3:2]. (4) Given the reactants [NH2:1][C:2]1[CH:7]=[CH:6][C:5]([O:8][CH3:9])=[CH:4][C:3]=1[C:10]([C:12]1[CH:17]=[CH:16][CH:15]=[CH:14][CH:13]=1)=[O:11].[CH3:18][O:19][C:20]1[CH:25]=[CH:24][C:23]([S:26](Cl)(=[O:28])=[O:27])=[CH:22][CH:21]=1, predict the reaction product. The product is: [C:10]([C:3]1[CH:4]=[C:5]([O:8][CH3:9])[CH:6]=[CH:7][C:2]=1[NH:1][S:26]([C:23]1[CH:22]=[CH:21][C:20]([O:19][CH3:18])=[CH:25][CH:24]=1)(=[O:28])=[O:27])(=[O:11])[C:12]1[CH:13]=[CH:14][CH:15]=[CH:16][CH:17]=1. (5) Given the reactants [S:1]1[C:5]([C:6]2[N:14]3[C:9]([CH:10]=[CH:11][CH:12]=[CH:13]3)=[CH:8][C:7]=2[CH:15](O)[CH3:16])=[CH:4][N:3]=[CH:2]1.[I:18][C:19]1[C:27]2[C:22](=[N:23][CH:24]=[N:25][C:26]=2[NH2:28])[NH:21][N:20]=1.C1C=CC(P(C2C=CC=CC=2)C2C=CC=CC=2)=CC=1.CC(OC(/N=N/C(OC(C)C)=O)=O)C, predict the reaction product. The product is: [I:18][C:19]1[C:27]2[C:22](=[N:23][CH:24]=[N:25][C:26]=2[NH2:28])[N:21]([CH:15]([C:7]2[CH:8]=[C:9]3[N:14]([C:6]=2[C:5]2[S:1][CH:2]=[N:3][CH:4]=2)[CH:13]=[CH:12][CH:11]=[CH:10]3)[CH3:16])[N:20]=1. (6) Given the reactants [O:1]=O.C(C([C:7]1[C:16]2[C:11](=[CH:12][CH:13]=[CH:14][CH:15]=2)[CH:10]=[CH:9][CH:8]=1)=O)C, predict the reaction product. The product is: [C:7]1([OH:1])[C:16]2[C:11](=[CH:12][CH:13]=[CH:14][CH:15]=2)[CH:10]=[CH:9][CH:8]=1. (7) Given the reactants [CH3:1][C:2]1[CH:3]=[C:4]([CH:8]=[CH:9][N:10]=1)[C:5]([OH:7])=O.ClC(N(C)C)=C(C)C.[NH2:19][C:20]1[CH:28]=[C:27]2[C:23]([C:24]([CH3:34])([CH3:33])[C:25](=[O:32])[N:26]2[CH:29]2[CH2:31][CH2:30]2)=[CH:22][CH:21]=1.C(N(CC)CC)C, predict the reaction product. The product is: [CH:29]1([N:26]2[C:27]3[C:23](=[CH:22][CH:21]=[C:20]([NH:19][C:5](=[O:7])[C:4]4[CH:8]=[CH:9][N:10]=[C:2]([CH3:1])[CH:3]=4)[CH:28]=3)[C:24]([CH3:33])([CH3:34])[C:25]2=[O:32])[CH2:31][CH2:30]1. (8) Given the reactants C[Si](OP(=O)=O)(C)C.[C:9]([C:11]1[CH:18]=[CH:17][C:14]([CH:15]=O)=[CH:13][CH:12]=1)#[N:10].[F:19][C:20]([F:32])([F:31])[C:21]1[CH:22]=[C:23]([NH:27][C:28]([NH2:30])=[S:29])[CH:24]=[CH:25][CH:26]=1.[C:33]([O:39][CH2:40][CH2:41][C:42]#[N:43])(=[O:38])[CH2:34][C:35]([CH3:37])=O, predict the reaction product. The product is: [C:9]([C:11]1[CH:18]=[CH:17][C:14]([CH:15]2[C:34]([C:33]([O:39][CH2:40][CH2:41][C:42]#[N:43])=[O:38])=[C:35]([CH3:37])[N:27]([C:23]3[CH:24]=[CH:25][CH:26]=[C:21]([C:20]([F:19])([F:31])[F:32])[CH:22]=3)[C:28](=[S:29])[NH:30]2)=[CH:13][CH:12]=1)#[N:10].